Dataset: M1 muscarinic receptor agonist screen with 61,833 compounds. Task: Binary Classification. Given a drug SMILES string, predict its activity (active/inactive) in a high-throughput screening assay against a specified biological target. (1) The molecule is Clc1ccc(n2ncc3c2ncn2c3nnc2C)cc1. The result is 0 (inactive). (2) The compound is S(=O)(=O)(N(CC(=O)Nc1cc(ccc1)C(=O)C)c1ccc(cc1)C)c1c2nonc2ccc1. The result is 0 (inactive). (3) The compound is S(=O)(=O)(N1C(CCCC1)CC)c1ccc(cc1)C(=O)Nc1oc(nn1)c1sccc1. The result is 0 (inactive). (4) The drug is Fc1ccc(n2c3c(n(c(c3)C(OC)=O)CC)cc2)cc1. The result is 0 (inactive). (5) The compound is O=C(Nc1cc(ccc1)C)CN1CCN(CC1)CC(=O)Nc1cc(ccc1)C. The result is 0 (inactive). (6) The compound is Clc1c(=O)n2[nH]c(c(c2nc1C)c1ccccc1)C. The result is 0 (inactive). (7) The molecule is Clc1ccc(n2ncc3c2ncnc3NCCOC)cc1. The result is 0 (inactive). (8) The compound is S(=O)(=O)(N(C)C)c1cc2c(n(cc(C(=O)N3CCCC3)c2=O)CC)cc1. The result is 0 (inactive).